Dataset: Catalyst prediction with 721,799 reactions and 888 catalyst types from USPTO. Task: Predict which catalyst facilitates the given reaction. (1) Reactant: [C:1]([NH:4]/[C:5](=[CH:16]/[C:17]1[CH:22]=[CH:21][C:20]([NH2:23])=[C:19]([CH2:24][CH3:25])[CH:18]=1)/[C:6]([O:8]CC1C=CC=CC=1)=[O:7])(=[O:3])[CH3:2]. Product: [C:1]([NH:4][C@H:5]([C:6]([OH:8])=[O:7])[CH2:16][C:17]1[CH:22]=[CH:21][C:20]([NH2:23])=[C:19]([CH2:24][CH3:25])[CH:18]=1)(=[O:3])[CH3:2]. The catalyst class is: 19. (2) Product: [NH2:3][C:4]([C:6]1[NH:10][C:9]([C:11]([OH:13])=[O:12])=[C:8]([Cl:15])[CH:7]=1)=[O:5]. Reactant: [Li+].[OH-].[NH2:3][C:4]([C:6]1[NH:10][C:9]([C:11]([O:13]C)=[O:12])=[C:8]([Cl:15])[CH:7]=1)=[O:5]. The catalyst class is: 36. (3) Reactant: [CH2:1]([C@H:8]1[CH2:12][O:11][C:10](=[O:13])[N:9]1[C:14](=[O:18])[CH2:15][O:16][CH3:17])[C:2]1[CH:7]=[CH:6][CH:5]=[CH:4][CH:3]=1.C(N(CC)CC)C.B(OS(C(F)(F)F)(=O)=O)(CCCC)CCCC.[CH3:43][C:44]1[O:48][C:47]([C:49]2[CH:54]=[CH:53][CH:52]=[CH:51][CH:50]=2)=[N:46][C:45]=1[CH2:55][CH2:56][O:57][C:58]1[C:66]2[CH:65]=[CH:64][S:63][C:62]=2[C:61]([CH:67]=[O:68])=[CH:60][CH:59]=1. Product: [CH2:1]([C@H:8]1[CH2:12][O:11][C:10](=[O:13])[N:9]1[C:14](=[O:18])[C@@H:15]([O:16][CH3:17])[C@H:67]([OH:68])[C:61]1[C:62]2[S:63][CH:64]=[CH:65][C:66]=2[C:58]([O:57][CH2:56][CH2:55][C:45]2[N:46]=[C:47]([C:49]3[CH:54]=[CH:53][CH:52]=[CH:51][CH:50]=3)[O:48][C:44]=2[CH3:43])=[CH:59][CH:60]=1)[C:2]1[CH:3]=[CH:4][CH:5]=[CH:6][CH:7]=1. The catalyst class is: 2. (4) Reactant: Br[C:2]1[CH:11]=[CH:10][C:5]([C:6]([O:8][CH3:9])=[O:7])=[CH:4][C:3]=1[N+:12]([O-:14])=[O:13].[NH:15]1[CH2:20][CH2:19][O:18][CH2:17][C:16]1=[O:21].CC1(C)C2C(=C(P(C3C=CC=CC=3)C3C=CC=CC=3)C=CC=2)OC2C(P(C3C=CC=CC=3)C3C=CC=CC=3)=CC=CC1=2.C(=O)([O-])[O-].[Cs+].[Cs+]. Product: [N:15]1([C:2]2[CH:11]=[CH:10][C:5]([C:6]([O:8][CH3:9])=[O:7])=[CH:4][C:3]=2[N+:12]([O-:14])=[O:13])[CH2:20][CH2:19][O:18][CH2:17][C:16]1=[O:21]. The catalyst class is: 12. (5) Reactant: [CH:1]12[CH:16]=[CH:15][CH:5]([O:6][N:7]1[C:8]([O:10][C:11]([CH3:14])([CH3:13])[CH3:12])=[O:9])[CH2:4][CH2:3][CH2:2]2.[H][H]. Product: [OH:6][C@@H:5]1[CH2:4][CH2:3][CH2:2][C@H:1]([NH:7][C:8](=[O:9])[O:10][C:11]([CH3:13])([CH3:12])[CH3:14])[CH2:16][CH2:15]1. The catalyst class is: 181.